The task is: Predict the product of the given reaction.. This data is from Forward reaction prediction with 1.9M reactions from USPTO patents (1976-2016). (1) Given the reactants Cl.[NH2:2][CH2:3][CH2:4][C:5]1[CH:10]=[CH:9][C:8]([OH:11])=[CH:7][CH:6]=1.C(=O)(O)[O-].[Na+].[C:17](O[C:17]([O:19][C:20]([CH3:23])([CH3:22])[CH3:21])=[O:18])([O:19][C:20]([CH3:23])([CH3:22])[CH3:21])=[O:18], predict the reaction product. The product is: [C:20]([O:19][C:17](=[O:18])[NH:2][CH2:3][CH2:4][C:5]1[CH:10]=[CH:9][C:8]([OH:11])=[CH:7][CH:6]=1)([CH3:23])([CH3:22])[CH3:21]. (2) Given the reactants Cl.[CH3:2][CH:3]([CH2:7][CH2:8][N:9]1[CH2:13][CH2:12][CH2:11][CH2:10]1)[C:4]([OH:6])=O.C(Cl)(=O)C(Cl)=O.C(OC([N:27]1[C:31]([NH2:32])=[CH:30][C:29]([C:33]2[CH:34]=[C:35]3[C:40](=[CH:41][CH:42]=2)[N:39]=[CH:38][CH:37]=[CH:36]3)=[N:28]1)=O)(C)(C)C.Cl, predict the reaction product. The product is: [CH3:2][CH:3]([CH2:7][CH2:8][N:9]1[CH2:13][CH2:12][CH2:11][CH2:10]1)[C:4]([NH:32][C:31]1[NH:27][N:28]=[C:29]([C:33]2[CH:34]=[C:35]3[C:40](=[CH:41][CH:42]=2)[N:39]=[CH:38][CH:37]=[CH:36]3)[CH:30]=1)=[O:6]. (3) Given the reactants [N-:1]=[N+:2]=[N-:3].[Na+].[F:5][C:6]1[N:11]=[CH:10][C:9]([CH:12](OS(C)(=O)=O)[CH3:13])=[C:8]([I:19])[CH:7]=1, predict the reaction product. The product is: [N:1]([CH:12]([C:9]1[C:8]([I:19])=[CH:7][C:6]([F:5])=[N:11][CH:10]=1)[CH3:13])=[N+:2]=[N-:3]. (4) Given the reactants Cl[C:2]1[C:7]([C:8]([NH:10][C@H:11]([C:13]2[CH:25]=[CH:24][C:16]([C:17]([O:19]C(C)(C)C)=[O:18])=[CH:15][CH:14]=2)[CH3:12])=[O:9])=[CH:6][C:5]([Cl:26])=[CH:4][N:3]=1.[F:27][C:28]1[CH:33]=[CH:32][C:31]([F:34])=[CH:30][C:29]=1[OH:35], predict the reaction product. The product is: [Cl:26][C:5]1[CH:6]=[C:7]([C:8]([NH:10][C@H:11]([C:13]2[CH:14]=[CH:15][C:16]([C:17]([OH:19])=[O:18])=[CH:24][CH:25]=2)[CH3:12])=[O:9])[C:2]([O:35][C:29]2[CH:30]=[C:31]([F:34])[CH:32]=[CH:33][C:28]=2[F:27])=[N:3][CH:4]=1. (5) Given the reactants [C@H:1]1([NH:10][C:11]2[O:12][CH2:13][C:14]3[CH:20]=[C:19]([C:21]#[N:22])[CH:18]=[CH:17][C:15]=3[N:16]=2)[C:9]2[C:4](=[CH:5][CH:6]=[CH:7][CH:8]=2)[CH2:3][CH2:2]1.Cl.[NH2:24][OH:25].C(=O)([O-])[O-].[Na+].[Na+], predict the reaction product. The product is: [OH:25][NH:24][C:21]([C:19]1[CH:18]=[CH:17][C:15]2[N:16]=[C:11]([NH:10][C@H:1]3[C:9]4[C:4](=[CH:5][CH:6]=[CH:7][CH:8]=4)[CH2:3][CH2:2]3)[O:12][CH2:13][C:14]=2[CH:20]=1)=[NH:22]. (6) Given the reactants [Cl:1][C:2]1[C:11](=[O:12])[C:10]2[C:5](=[C:6]([O:15]C)[C:7]([O:13]C)=[CH:8][CH:9]=2)[O:4][C:3]=1[C:17]1[CH:22]=[CH:21][C:20]([O:23]C)=[C:19]([O:25]C)[CH:18]=1.B(Br)(Br)Br, predict the reaction product. The product is: [Cl:1][C:2]1[C:11](=[O:12])[C:10]2[C:5](=[C:6]([OH:15])[C:7]([OH:13])=[CH:8][CH:9]=2)[O:4][C:3]=1[C:17]1[CH:22]=[CH:21][C:20]([OH:23])=[C:19]([OH:25])[CH:18]=1.